Dataset: Reaction yield outcomes from USPTO patents with 853,638 reactions. Task: Predict the reaction yield, written as a fraction of the theoretical maximum amount of product (1.0 means a 100% yield; for example, 0.34 means a 34% yield). (1) The reactants are [Si]([O:8][CH:9]1[CH2:14][CH2:13][N:12]([C:15]2[CH:16]=[CH:17][C:18]([C:36]([F:39])([F:38])[F:37])=[C:19]([CH:35]=2)[C:20]([NH:22][C:23]2[C:32]([CH3:33])=[CH:31][C:26]([C:27]([O:29][CH3:30])=[O:28])=[CH:25][C:24]=2[CH3:34])=[O:21])[CH2:11][CH2:10]1)(C(C)(C)C)(C)C.[N+](CCCC)(CCCC)(CCCC)CCCC.[F-]. The catalyst is C1COCC1. The product is [OH:8][CH:9]1[CH2:10][CH2:11][N:12]([C:15]2[CH:16]=[CH:17][C:18]([C:36]([F:39])([F:37])[F:38])=[C:19]([CH:35]=2)[C:20]([NH:22][C:23]2[C:24]([CH3:34])=[CH:25][C:26]([C:27]([O:29][CH3:30])=[O:28])=[CH:31][C:32]=2[CH3:33])=[O:21])[CH2:13][CH2:14]1. The yield is 0.815. (2) The reactants are [Cl-].O[NH3+:3].[C:4](=[O:7])([O-])[OH:5].[Na+].CS(C)=O.[OH:13][C:14]([CH3:54])([CH3:53])[C:15]([CH3:52])([CH3:51])[O:16][C:17]1[CH:22]=[CH:21][C:20]([N:23]2[C:28](=[O:29])[C:27]([CH2:30][C:31]3[CH:36]=[CH:35][C:34]([C:37]4[C:38]([C:43]#[N:44])=[CH:39][CH:40]=[CH:41][CH:42]=4)=[CH:33][CH:32]=3)=[C:26]([CH2:45][CH2:46][CH3:47])[N:25]3[N:48]=[CH:49][N:50]=[C:24]23)=[CH:19][CH:18]=1. The catalyst is C(OCC)(=O)C. The product is [OH:13][C:14]([CH3:53])([CH3:54])[C:15]([CH3:52])([CH3:51])[O:16][C:17]1[CH:22]=[CH:21][C:20]([N:23]2[C:28](=[O:29])[C:27]([CH2:30][C:31]3[CH:36]=[CH:35][C:34]([C:37]4[CH:42]=[CH:41][CH:40]=[CH:39][C:38]=4[C:43]4[NH:3][C:4](=[O:7])[O:5][N:44]=4)=[CH:33][CH:32]=3)=[C:26]([CH2:45][CH2:46][CH3:47])[N:25]3[N:48]=[CH:49][N:50]=[C:24]23)=[CH:19][CH:18]=1. The yield is 0.480. (3) The reactants are [Cl:1][C:2]1[N:3]=[C:4]([N:11]2[CH2:16][CH2:15][O:14][CH2:13][CH2:12]2)[C:5]2[O:10][CH:9]=[CH:8][C:6]=2[N:7]=1.C([Li])CCC.[I:22]I. The catalyst is C1COCC1. The product is [Cl:1][C:2]1[N:3]=[C:4]([N:11]2[CH2:16][CH2:15][O:14][CH2:13][CH2:12]2)[C:5]2[O:10][C:9]([I:22])=[CH:8][C:6]=2[N:7]=1. The yield is 0.830.